From a dataset of Full USPTO retrosynthesis dataset with 1.9M reactions from patents (1976-2016). Predict the reactants needed to synthesize the given product. (1) Given the product [F:25][C:17]1[CH:18]=[C:19]([CH:23]=[CH:24][C:16]=1[C:2]1[CH:11]=[CH:10][C:9]2[C:4](=[CH:5][CH:6]=[C:7]([OH:12])[CH:8]=2)[N:3]=1)[C:20]([OH:22])=[O:21], predict the reactants needed to synthesize it. The reactants are: Cl[C:2]1[CH:11]=[CH:10][C:9]2[C:4](=[CH:5][CH:6]=[C:7]([OH:12])[CH:8]=2)[N:3]=1.B([C:16]1[CH:24]=[CH:23][C:19]([C:20]([OH:22])=[O:21])=[CH:18][C:17]=1[F:25])(O)O. (2) Given the product [C:4]([C:5]1[CH:10]=[CH:9][CH:8]=[CH:7][CH:6]=1)(=[O:3])[C:5]1[CH:10]=[CH:9][CH:8]=[CH:7][CH:6]=1, predict the reactants needed to synthesize it. The reactants are: CN[O:3][CH3:4].[C:5]1([Mg]Br)[CH:10]=[CH:9][CH:8]=[CH:7][CH:6]=1. (3) Given the product [Br:2][C:3]1[CH:10]=[CH:9][C:6]([CH2:7][NH:8][C:23]([CH:20]2[CH2:22][CH2:21]2)=[O:24])=[CH:5][CH:4]=1, predict the reactants needed to synthesize it. The reactants are: Cl.[Br:2][C:3]1[CH:10]=[CH:9][C:6]([CH2:7][NH2:8])=[CH:5][CH:4]=1.CCN(C(C)C)C(C)C.[CH:20]1([C:23](Cl)=[O:24])[CH2:22][CH2:21]1. (4) Given the product [C:13]([O:11][C:8]1[CH:7]=[CH:6][C:5]([CH2:4][CH2:3][CH2:2][CH3:1])=[CH:10][CH:9]=1)(=[O:14])[CH3:12], predict the reactants needed to synthesize it. The reactants are: [CH3:1][CH2:2][CH2:3][CH2:4][C:5]1[CH:6]=[CH:7][C:8]([OH:11])=[CH:9][CH:10]=1.[CH3:12][C:13](OC(C)=O)=[O:14].N1C=CC=CC=1. (5) Given the product [N:3]1[CH:4]=[CH:5][CH:6]=[N:1][C:2]=1[N:7]1[CH:11]=[C:10]([CH:12]=[CH:22][CH:23]=[O:24])[N:9]=[CH:8]1, predict the reactants needed to synthesize it. The reactants are: [N:1]1[CH:6]=[CH:5][CH:4]=[N:3][C:2]=1[N:7]1[CH:11]=[C:10]([CH:12]=O)[N:9]=[CH:8]1.N1(C2C=C[C:22]([CH:23]=[O:24])=CC=2)C=CC=N1. (6) Given the product [CH3:3][C:2]([C:4]1[C:12]2[C:7]([NH:8][CH:9]=[N:10][C:11]=2[N:13]2[CH2:14][CH2:15][CH:16]([NH:19][C:20](=[O:27])[C:21]3[CH:22]=[CH:23][CH:24]=[CH:25][CH:26]=3)[CH2:17][CH2:18]2)=[N:6][CH:5]=1)=[CH2:1], predict the reactants needed to synthesize it. The reactants are: [CH3:1][C:2]([C:4]1[C:12]2[C:11]([N:13]3[CH2:18][CH2:17][CH:16]([NH:19][C:20](=[O:27])[C:21]4[CH:26]=[CH:25][CH:24]=[CH:23][CH:22]=4)[CH2:15][CH2:14]3)=[N:10][CH:9]=[N:8][C:7]=2[N:6](S(C2C=CC=CC=2)(=O)=O)[CH:5]=1)=[CH2:3].C(=O)([O-])[O-].[Cs+].[Cs+]. (7) Given the product [Cl:1][C:2]1[CH:7]=[CH:6][CH:5]=[CH:4][C:3]=1[C:8]1[S:12][C:11]([C:13]([N:15]2[CH2:20][CH2:19][C:18]([C:24]3[CH:29]=[CH:28][CH:27]=[CH:26][CH:25]=3)([C:21]([NH2:23])=[O:22])[CH2:17][CH2:16]2)=[O:14])=[CH:10][C:9]=1[C:30]1[CH:35]=[CH:34][C:33]([O:36][CH2:37][CH2:38][CH2:39][OH:40])=[CH:32][CH:31]=1, predict the reactants needed to synthesize it. The reactants are: [Cl:1][C:2]1[CH:7]=[CH:6][CH:5]=[CH:4][C:3]=1[C:8]1[S:12][C:11]([C:13]([N:15]2[CH2:20][CH2:19][C:18]([C:24]3[CH:29]=[CH:28][CH:27]=[CH:26][CH:25]=3)([C:21]([NH2:23])=[O:22])[CH2:17][CH2:16]2)=[O:14])=[CH:10][C:9]=1[C:30]1[CH:35]=[CH:34][C:33]([O:36][CH2:37][CH2:38][CH2:39][O:40]C2CCCCO2)=[CH:32][CH:31]=1.Cl.